This data is from Forward reaction prediction with 1.9M reactions from USPTO patents (1976-2016). The task is: Predict the product of the given reaction. (1) Given the reactants [OH:1][CH:2]([CH2:15][CH:16]([CH3:18])[CH3:17])[CH2:3][N:4]1[C:12](=[O:13])[C:11]2[C:6](=[CH:7][CH:8]=[CH:9][CH:10]=2)[C:5]1=[O:14].CCN(CC)CC.Cl[S:27]([N:30]=C=O)(=[O:29])=[O:28].C(O)=O, predict the reaction product. The product is: [S:27](=[O:29])(=[O:28])([O:1][CH:2]([CH2:15][CH:16]([CH3:18])[CH3:17])[CH2:3][N:4]1[C:5](=[O:14])[C:6]2[C:11](=[CH:10][CH:9]=[CH:8][CH:7]=2)[C:12]1=[O:13])[NH2:30]. (2) Given the reactants [C:1]1([C:7]2[CH:23]=[CH:22][C:10]3[C:11]([CH2:14][CH2:15][CH:16]4[CH2:21][CH2:20][NH:19][CH2:18][CH2:17]4)=[N:12][O:13][C:9]=3[C:8]=2[CH2:24][OH:25])[CH:6]=[CH:5][CH:4]=[CH:3][CH:2]=1.Br[CH2:27][CH:28]1[O:32][CH2:31][CH2:30][O:29]1.C(=O)([O-])[O-].[K+].[K+].O, predict the reaction product. The product is: [O:29]1[CH2:30][CH2:31][O:32][CH:28]1[CH2:27][N:19]1[CH2:18][CH2:17][CH:16]([CH2:15][CH2:14][C:11]2[C:10]3[CH:22]=[CH:23][C:7]([C:1]4[CH:2]=[CH:3][CH:4]=[CH:5][CH:6]=4)=[C:8]([CH2:24][OH:25])[C:9]=3[O:13][N:12]=2)[CH2:21][CH2:20]1. (3) Given the reactants [Cl:1][C:2]1[C:7]2[N:8]=[C:9](/[CH:13]=[N:14]/[S:15]([C:17]([CH3:20])([CH3:19])[CH3:18])=[O:16])[N:10]([CH2:11][CH3:12])[C:6]=2[CH:5]=[CH:4][N:3]=1.[CH3:21][Mg]Br.[Cl-].N, predict the reaction product. The product is: [Cl:1][C:2]1[C:7]2[N:8]=[C:9]([CH:13]([NH:14][S:15]([C:17]([CH3:19])([CH3:18])[CH3:20])=[O:16])[CH3:21])[N:10]([CH2:11][CH3:12])[C:6]=2[CH:5]=[CH:4][N:3]=1. (4) Given the reactants [N+:1]([C:4]1[CH:5]=[C:6]([C@@H:10]([NH2:12])[CH3:11])[CH:7]=[CH:8][CH:9]=1)([O-])=O, predict the reaction product. The product is: [NH2:12][C@H:10]([C:6]1[CH:5]=[C:4]([CH:9]=[CH:8][CH:7]=1)[NH2:1])[CH3:11]. (5) Given the reactants Cl.[NH2:2][CH2:3][C:4]([NH:6][C:7]1[CH:16]=[CH:15][C:10]([C:11]([O:13][CH3:14])=[O:12])=[C:9]([O:17][CH3:18])[CH:8]=1)=[O:5].C(N(CC)CC)C.[CH3:26][C:27]([CH3:32])([CH3:31])[CH2:28][CH:29]=O, predict the reaction product. The product is: [CH3:14][O:13][C:11](=[O:12])[C:10]1[CH:15]=[CH:16][C:7]([NH:6][C:4](=[O:5])[CH2:3]/[N:2]=[CH:29]/[CH2:28][C:27]([CH3:32])([CH3:31])[CH3:26])=[CH:8][C:9]=1[O:17][CH3:18]. (6) Given the reactants [Cr](Cl)([O-])(=O)=O.[NH+]1C=CC=CC=1.[CH2:12]([C:16]1[CH:21]=[CH:20][C:19]([CH2:22][CH2:23][CH2:24][OH:25])=[C:18]([CH3:26])[CH:17]=1)[CH:13]([CH3:15])[CH3:14], predict the reaction product. The product is: [CH2:12]([C:16]1[CH:21]=[CH:20][C:19]([CH2:22][CH2:23][CH:24]=[O:25])=[C:18]([CH3:26])[CH:17]=1)[CH:13]([CH3:15])[CH3:14]. (7) Given the reactants [CH3:1][C:2]1[C:7]([NH:8]/[C:9](/[NH:18]C(=O)OC(C)(C)C)=[N:10]/C(=O)OC(C)(C)C)=[CH:6][C:5]([CH:26]2[CH2:31][CH2:30][N:29]([CH3:32])[CH2:28][C:27]2([CH3:34])[CH3:33])=[CH:4][N:3]=1.Cl, predict the reaction product. The product is: [CH3:1][C:2]1[C:7]([NH:8][C:9]([NH2:18])=[NH:10])=[CH:6][C:5]([CH:26]2[CH2:31][CH2:30][N:29]([CH3:32])[CH2:28][C:27]2([CH3:34])[CH3:33])=[CH:4][N:3]=1. (8) Given the reactants [H-].[Na+].[C:3]([O:11][CH2:12][CH3:13])(=[O:10])[CH2:4][C:5]([O:7][CH2:8][CH3:9])=[O:6].[Cl:14][C:15]1[CH:20]=[N:19][CH:18]=[C:17](Cl)[N:16]=1, predict the reaction product. The product is: [Cl:14][C:15]1[N:16]=[C:17]([CH:4]([C:5]([O:7][CH2:8][CH3:9])=[O:6])[C:3]([O:11][CH2:12][CH3:13])=[O:10])[CH:18]=[N:19][CH:20]=1. (9) Given the reactants [NH:1]1CCCCC1.C(OC([N:14]1[CH2:19][CH2:18][CH:17]([CH2:20][CH2:21][C:22]([F:31])([F:30])[C:23]2[CH:28]=C[C:26](F)=[CH:25][CH:24]=2)[CH2:16][CH2:15]1)=O)(C)(C)C, predict the reaction product. The product is: [F:30][C:22]([F:31])([C:23]1[CH:28]=[N:1][CH:26]=[CH:25][CH:24]=1)[CH2:21][CH2:20][CH:17]1[CH2:18][CH2:19][NH:14][CH2:15][CH2:16]1.